From a dataset of NCI-60 drug combinations with 297,098 pairs across 59 cell lines. Regression. Given two drug SMILES strings and cell line genomic features, predict the synergy score measuring deviation from expected non-interaction effect. (1) Drug 1: C1=C(C(=O)NC(=O)N1)N(CCCl)CCCl. Drug 2: C1=NC(=NC(=O)N1C2C(C(C(O2)CO)O)O)N. Cell line: TK-10. Synergy scores: CSS=3.92, Synergy_ZIP=-4.68, Synergy_Bliss=-1.17, Synergy_Loewe=-3.76, Synergy_HSA=-2.46. (2) Drug 1: CC1C(C(CC(O1)OC2CC(CC3=C2C(=C4C(=C3O)C(=O)C5=C(C4=O)C(=CC=C5)OC)O)(C(=O)CO)O)N)O.Cl. Drug 2: C1=NC2=C(N1)C(=S)N=C(N2)N. Cell line: SF-268. Synergy scores: CSS=58.2, Synergy_ZIP=-0.493, Synergy_Bliss=0.392, Synergy_Loewe=-3.94, Synergy_HSA=0.391. (3) Drug 2: CN(CCCl)CCCl.Cl. Synergy scores: CSS=43.6, Synergy_ZIP=0.0505, Synergy_Bliss=0.461, Synergy_Loewe=0.805, Synergy_HSA=2.80. Cell line: K-562. Drug 1: CC1OCC2C(O1)C(C(C(O2)OC3C4COC(=O)C4C(C5=CC6=C(C=C35)OCO6)C7=CC(=C(C(=C7)OC)O)OC)O)O.